This data is from Catalyst prediction with 721,799 reactions and 888 catalyst types from USPTO. The task is: Predict which catalyst facilitates the given reaction. (1) The catalyst class is: 35. Product: [CH3:1][S:2][CH2:9][C:10]1([C:13]([O:15][CH2:16][CH3:17])=[O:14])[CH2:11][CH2:12]1. Reactant: [CH3:1][S-:2].[Na+].CS(O[CH2:9][C:10]1([C:13]([O:15][CH2:16][CH3:17])=[O:14])[CH2:12][CH2:11]1)(=O)=O. (2) Reactant: [Cl:1][C:2]1[CH:3]=[CH:4][C:5]2[CH2:11][N:10]([C@@H:12]3[CH2:16][CH2:15][NH:14][CH2:13]3)[CH2:9][C:8](=[O:17])[NH:7][C:6]=2[CH:18]=1.C([O-])([O-])=O.[K+].[K+].Br[CH2:26][CH2:27][CH:28]=[C:29]1[C:35]2[CH:36]=[CH:37][CH:38]=[N:39][C:34]=2[CH2:33][O:32][C:31]2[CH:40]=[CH:41][C:42]([C:44]([OH:47])([CH3:46])[CH3:45])=[CH:43][C:30]1=2. Product: [Cl:1][C:2]1[CH:3]=[CH:4][C:5]2[CH2:11][N:10]([C@@H:12]3[CH2:16][CH2:15][N:14]([CH2:26][CH2:27][CH:28]=[C:29]4[C:35]5[CH:36]=[CH:37][CH:38]=[N:39][C:34]=5[CH2:33][O:32][C:31]5[CH:40]=[CH:41][C:42]([C:44]([OH:47])([CH3:46])[CH3:45])=[CH:43][C:30]4=5)[CH2:13]3)[CH2:9][C:8](=[O:17])[NH:7][C:6]=2[CH:18]=1. The catalyst class is: 47. (3) Reactant: [N+:1]([C:4]1[CH:5]=[CH:6][C:7]([O:11][C:12]([F:15])([F:14])[F:13])=[C:8]([CH:10]=1)[NH2:9])([O-:3])=[O:2].N1C=CC=CC=1.[Cl:22][CH2:23][C:24](Cl)=[O:25]. Product: [Cl:22][CH2:23][C:24]([NH:9][C:8]1[CH:10]=[C:4]([N+:1]([O-:3])=[O:2])[CH:5]=[CH:6][C:7]=1[O:11][C:12]([F:13])([F:14])[F:15])=[O:25]. The catalyst class is: 2. (4) Reactant: [CH3:1][O:2][C:3]1[CH:8]=[CH:7][C:6]([CH2:9][N:10]2[C:18]3[C:13](=[C:14]([N+:19]([O-])=O)[CH:15]=[CH:16][CH:17]=3)[C:12]([CH3:22])=[N:11]2)=[CH:5][CH:4]=1. Product: [CH3:1][O:2][C:3]1[CH:4]=[CH:5][C:6]([CH2:9][N:10]2[C:18]3[CH:17]=[CH:16][CH:15]=[C:14]([NH2:19])[C:13]=3[C:12]([CH3:22])=[N:11]2)=[CH:7][CH:8]=1. The catalyst class is: 865.